From a dataset of Peptide-MHC class II binding affinity with 134,281 pairs from IEDB. Regression. Given a peptide amino acid sequence and an MHC pseudo amino acid sequence, predict their binding affinity value. This is MHC class II binding data. (1) The peptide sequence is NVKYLVIVFLIFFDL. The MHC is DRB1_0401 with pseudo-sequence DRB1_0401. The binding affinity (normalized) is 0.388. (2) The binding affinity (normalized) is 0.682. The peptide sequence is IIQGLKLMNSPEFHL. The MHC is DRB1_1302 with pseudo-sequence DRB1_1302. (3) The peptide sequence is QMKDCTERQANFLGKIW. The MHC is HLA-DQA10501-DQB10301 with pseudo-sequence HLA-DQA10501-DQB10301. The binding affinity (normalized) is 0.383. (4) The peptide sequence is VGAKQENWNTSIKTL. The MHC is DRB1_1501 with pseudo-sequence DRB1_1501. The binding affinity (normalized) is 0. (5) The peptide sequence is QVAKAGLKTNDRKWC. The MHC is HLA-DQA10201-DQB10303 with pseudo-sequence HLA-DQA10201-DQB10303. The binding affinity (normalized) is 0.